Dataset: Reaction yield outcomes from USPTO patents with 853,638 reactions. Task: Predict the reaction yield, written as a fraction of the theoretical maximum amount of product (1.0 means a 100% yield; for example, 0.34 means a 34% yield). (1) The reactants are Cl[C:2]1[C:11]([C@@H:12]([N:14]2[C:22](=[O:23])[C:21]3[C:16](=[CH:17][CH:18]=[CH:19][CH:20]=3)[C:15]2=[O:24])[CH3:13])=[CH:10][C:9]2[C:4](=[C:5]([F:25])[CH:6]=[CH:7][CH:8]=2)[N:3]=1.[CH3:26][S:27][C:28]1[CH:33]=[CH:32][CH:31]=[CH:30][C:29]=1B(O)O.C(=O)([O-])[O-].[K+].[K+]. The catalyst is CN(C=O)C.CCOC(C)=O. The product is [F:25][C:5]1[CH:6]=[CH:7][CH:8]=[C:9]2[C:4]=1[N:3]=[C:2]([C:29]1[CH:30]=[CH:31][CH:32]=[CH:33][C:28]=1[S:27][CH3:26])[C:11]([C@@H:12]([N:14]1[C:22](=[O:23])[C:21]3[C:16](=[CH:17][CH:18]=[CH:19][CH:20]=3)[C:15]1=[O:24])[CH3:13])=[CH:10]2. The yield is 0.840. (2) The reactants are [O:1]=[CH:2][C:3]1[CH:11]=[CH:10][C:7]([O:8][CH3:9])=[C:5]([OH:6])[CH:4]=1.[CH3:12][C:13]1C=CC(S(OCCC#C)(=O)=O)=[CH:15][CH:14]=1. No catalyst specified. The product is [CH2:15]([O:6][C:5]1[CH:4]=[C:3]([CH:11]=[CH:10][C:7]=1[O:8][CH3:9])[CH:2]=[O:1])[CH2:14][C:13]#[CH:12]. The yield is 0.350. (3) The product is [CH3:29][C:28]1[C:27]([C:26]([OH:35])=[O:25])=[CH:31][N:32]=[C:1]([C:3]2[S:4][CH:5]=[CH:6][N:7]=2)[N:2]=1. The yield is 0.620. The catalyst is CO.O. The reactants are [C:1]([C:3]1[S:4][CH:5]=[CH:6][N:7]=1)#[N:2].C(N[C@H](C(O)=O)CS)(=O)C.C([O-])(=O)C.[NH4+].C([O:25][C:26](=[O:35])[C:27](=[CH:31][N:32](C)C)[C:28](=O)[CH3:29])C.CC([O-])(C)C.[K+].[OH-].[K+].Cl. (4) The reactants are C([O-])(=O)C.[O:5]=[C:6]1[C@@H:9]([NH3+:10])[CH2:8][NH:7]1.CCN(CC)CC.[C:18](Cl)(=[O:28])[CH2:19][CH2:20][CH2:21][CH2:22][CH2:23][CH2:24][CH2:25][CH2:26][CH3:27]. The catalyst is C(Cl)Cl. The product is [O:5]=[C:6]1[C@@H:9]([NH:10][C:18](=[O:28])[CH2:19][CH2:20][CH2:21][CH2:22][CH2:23][CH2:24][CH2:25][CH2:26][CH3:27])[CH2:8][NH:7]1. The yield is 0.630. (5) The reactants are [CH3:1][C:2]1[C:11]2[C:6](=[CH:7][CH:8]=[CH:9][CH:10]=2)[C:5]([C:12]#[N:13])=[CH:4][CH:3]=1.C1C(=O)N([Br:21])C(=O)C1.CC(N=NC(C#N)(C)C)(C#N)C. The catalyst is C(Cl)(Cl)(Cl)Cl.O. The product is [Br:21][CH2:1][C:2]1[C:11]2[C:6](=[CH:7][CH:8]=[CH:9][CH:10]=2)[C:5]([C:12]#[N:13])=[CH:4][CH:3]=1. The yield is 0.520.